This data is from Reaction yield outcomes from USPTO patents with 853,638 reactions. The task is: Predict the reaction yield, written as a fraction of the theoretical maximum amount of product (1.0 means a 100% yield; for example, 0.34 means a 34% yield). The reactants are [F:1][C:2]1[CH:7]=[CH:6][C:5]([C@@:8]([NH:30][S@@:31]([C:33]([CH3:36])([CH3:35])[CH3:34])=[O:32])([C:16]2[CH:21]=[C:20]([O:22][C:23]([F:28])([F:27])[CH:24]([F:26])[F:25])[CH:19]=[C:18]([F:29])[CH:17]=2)CC2C=CC=CC=2)=[CH:4][C:3]=1[O:37][CH3:38].F[C:40]1[CH:45]=[CH:44][C:43]([C@@:46](N[S@](C(C)(C)C)=O)(C2[CH:59]=[C:58]([O:60]C(F)(F)C(F)F)[CH:57]=C(F)C=2)CC2C=CC=CC=2)=[CH:42][C:41]=1OC. No catalyst specified. The product is [F:1][C:2]1[CH:7]=[CH:6][C:5]([C:8]([C:16]2[CH:21]=[C:20]([O:22][C:23]([F:28])([F:27])[CH:24]([F:26])[F:25])[CH:19]=[C:18]([F:29])[CH:17]=2)=[N:30][S@@:31]([C:33]([CH3:34])([CH3:35])[CH3:36])=[O:32])=[CH:4][C:3]=1[O:37][CH3:38].[CH3:44][CH2:45][CH2:40][CH2:41][CH2:42][CH2:43][CH3:46].[CH3:57][CH:58]([OH:60])[CH3:59]. The yield is 0.900.